From a dataset of Reaction yield outcomes from USPTO patents with 853,638 reactions. Predict the reaction yield, written as a fraction of the theoretical maximum amount of product (1.0 means a 100% yield; for example, 0.34 means a 34% yield). (1) The reactants are [NH2:1][C:2]1[C:10]([Cl:11])=[CH:9][C:8]([C:12]2[CH:13]=[C:14]3[C:20]([C:21]4[CH:26]=[CH:25][CH:24]=[CH:23][C:22]=4[O:27][CH3:28])=[CH:19][N:18](S(C4C=CC(C)=CC=4)(=O)=O)[C:15]3=[N:16][CH:17]=2)=[CH:7][C:3]=1[C:4]([OH:6])=O.[NH:39]1[CH2:44][CH2:43][O:42][CH2:41][CH2:40]1.[OH-].[K+].C(O)(=O)C. The yield is 0.320. The catalyst is CN(C)C=O.CO. The product is [NH2:1][C:2]1[C:10]([Cl:11])=[CH:9][C:8]([C:12]2[CH:13]=[C:14]3[C:20]([C:21]4[CH:26]=[CH:25][CH:24]=[CH:23][C:22]=4[O:27][CH3:28])=[CH:19][NH:18][C:15]3=[N:16][CH:17]=2)=[CH:7][C:3]=1[C:4]([N:39]1[CH2:44][CH2:43][O:42][CH2:41][CH2:40]1)=[O:6]. (2) The reactants are [H-].[Na+].[Br:3][C:4]1[CH:9]=[CH:8][N:7]=[C:6]([OH:10])[CH:5]=1.[CH3:11]I. The catalyst is C1COCC1. The product is [Br:3][C:4]1[CH:9]=[CH:8][N:7]([CH3:11])[C:6](=[O:10])[CH:5]=1. The yield is 0.500.